This data is from NCI-60 drug combinations with 297,098 pairs across 59 cell lines. The task is: Regression. Given two drug SMILES strings and cell line genomic features, predict the synergy score measuring deviation from expected non-interaction effect. (1) Drug 1: CCCCC(=O)OCC(=O)C1(CC(C2=C(C1)C(=C3C(=C2O)C(=O)C4=C(C3=O)C=CC=C4OC)O)OC5CC(C(C(O5)C)O)NC(=O)C(F)(F)F)O. Drug 2: CC1C(C(CC(O1)OC2CC(CC3=C2C(=C4C(=C3O)C(=O)C5=C(C4=O)C(=CC=C5)OC)O)(C(=O)CO)O)N)O.Cl. Cell line: MCF7. Synergy scores: CSS=40.9, Synergy_ZIP=0.141, Synergy_Bliss=-0.121, Synergy_Loewe=-5.96, Synergy_HSA=1.04. (2) Drug 1: C1=NC2=C(N=C(N=C2N1C3C(C(C(O3)CO)O)F)Cl)N. Drug 2: CCN(CC)CCCC(C)NC1=C2C=C(C=CC2=NC3=C1C=CC(=C3)Cl)OC. Cell line: SK-MEL-28. Synergy scores: CSS=5.37, Synergy_ZIP=-0.980, Synergy_Bliss=0.571, Synergy_Loewe=1.09, Synergy_HSA=0.650. (3) Drug 1: CC1C(C(CC(O1)OC2CC(CC3=C2C(=C4C(=C3O)C(=O)C5=C(C4=O)C(=CC=C5)OC)O)(C(=O)C)O)N)O.Cl. Drug 2: C1=CC(=CC=C1C#N)C(C2=CC=C(C=C2)C#N)N3C=NC=N3. Cell line: MDA-MB-231. Synergy scores: CSS=11.9, Synergy_ZIP=-2.35, Synergy_Bliss=-0.854, Synergy_Loewe=-9.26, Synergy_HSA=-1.68. (4) Drug 1: CC1C(C(CC(O1)OC2CC(OC(C2O)C)OC3=CC4=CC5=C(C(=O)C(C(C5)C(C(=O)C(C(C)O)O)OC)OC6CC(C(C(O6)C)O)OC7CC(C(C(O7)C)O)OC8CC(C(C(O8)C)O)(C)O)C(=C4C(=C3C)O)O)O)O. Drug 2: N.N.Cl[Pt+2]Cl. Cell line: SW-620. Synergy scores: CSS=61.3, Synergy_ZIP=-2.91, Synergy_Bliss=-3.15, Synergy_Loewe=-8.06, Synergy_HSA=-0.0959. (5) Drug 1: CCC(=C(C1=CC=CC=C1)C2=CC=C(C=C2)OCCN(C)C)C3=CC=CC=C3.C(C(=O)O)C(CC(=O)O)(C(=O)O)O. Drug 2: CCC1(CC2CC(C3=C(CCN(C2)C1)C4=CC=CC=C4N3)(C5=C(C=C6C(=C5)C78CCN9C7C(C=CC9)(C(C(C8N6C)(C(=O)OC)O)OC(=O)C)CC)OC)C(=O)OC)O.OS(=O)(=O)O. Cell line: IGROV1. Synergy scores: CSS=15.0, Synergy_ZIP=-1.04, Synergy_Bliss=2.78, Synergy_Loewe=0.457, Synergy_HSA=2.72. (6) Drug 1: CC1OCC2C(O1)C(C(C(O2)OC3C4COC(=O)C4C(C5=CC6=C(C=C35)OCO6)C7=CC(=C(C(=C7)OC)O)OC)O)O. Drug 2: CC1=C(C(=CC=C1)Cl)NC(=O)C2=CN=C(S2)NC3=CC(=NC(=N3)C)N4CCN(CC4)CCO. Cell line: UACC62. Synergy scores: CSS=43.3, Synergy_ZIP=-4.32, Synergy_Bliss=-3.18, Synergy_Loewe=-0.363, Synergy_HSA=1.37.